From a dataset of Catalyst prediction with 721,799 reactions and 888 catalyst types from USPTO. Predict which catalyst facilitates the given reaction. Reactant: [C:1]1([NH2:8])[CH:6]=[CH:5][C:4]([NH2:7])=[CH:3][CH:2]=1.[CH3:9][C:10]1[C:16]([OH:17])=[CH:15][CH:14]=[CH:13][C:11]=1[OH:12].[NH3:18]. Product: [NH2:7][C:4]1[CH:5]=[CH:6][C:1]([NH:8][C:13]2[C:11](=[O:12])[C:10]([CH3:9])=[C:16]([OH:17])[C:15](=[N:18][C:1]3[CH:6]=[CH:5][C:4]([NH2:7])=[CH:3][CH:2]=3)[CH:14]=2)=[CH:2][CH:3]=1. The catalyst class is: 6.